Dataset: Catalyst prediction with 721,799 reactions and 888 catalyst types from USPTO. Task: Predict which catalyst facilitates the given reaction. (1) Reactant: [OH:1][C:2]1[CH:7]=[CH:6][CH:5]=[C:4]([OH:8])[C:3]=1[C:9](=[O:11])[CH3:10].C(=O)([O-])[O-].[K+].[K+].Br[CH2:19][CH2:20][CH2:21][Cl:22].O. Product: [Cl:22][CH2:21][CH2:20][CH2:19][O:1][C:2]1[C:3]([C:9](=[O:11])[CH3:10])=[C:4]([OH:8])[CH:5]=[CH:6][CH:7]=1. The catalyst class is: 9. (2) Product: [CH3:1][C:2]([CH3:8])([CH3:7])[C:3]([NH:5][NH:6][C:10](=[O:15])[C:11]([O:13][CH3:14])=[O:12])=[O:4]. Reactant: [CH3:1][C:2]([CH3:8])([CH3:7])[C:3]([NH:5][NH2:6])=[O:4].Cl[C:10](=[O:15])[C:11]([O:13][CH3:14])=[O:12]. The catalyst class is: 46. (3) Reactant: [CH:1]1([C:7]2[C:8]3[CH:9]=[CH:10][C:11]([C:29]([O:31][CH3:32])=[O:30])=[CH:12][C:13]=3[N:14]3[CH2:20][CH:19]([C:21](OC)=[O:22])[CH2:18][C:17]4[CH:25]=[CH:26][CH:27]=[CH:28][C:16]=4[C:15]=23)[CH2:6][CH2:5][CH2:4][CH2:3][CH2:2]1.[Li+].[BH4-].O.Cl. Product: [CH:1]1([C:7]2[C:8]3[CH:9]=[CH:10][C:11]([C:29]([O:31][CH3:32])=[O:30])=[CH:12][C:13]=3[N:14]3[CH2:20][CH:19]([CH2:21][OH:22])[CH2:18][C:17]4[CH:25]=[CH:26][CH:27]=[CH:28][C:16]=4[C:15]=23)[CH2:2][CH2:3][CH2:4][CH2:5][CH2:6]1. The catalyst class is: 1. (4) Reactant: [Si]([O:8][CH:9]1[C:17]2[CH:16]=[C:15]([C:18]3[C:27]([CH3:28])=[C:26]4[C:21]([C:22](=[O:33])[NH:23][C:24](=[O:32])[N:25]4[CH:29]4[CH2:31][CH2:30]4)=[CH:20][C:19]=3[F:34])[S:14][C:13]=2[CH2:12][CH2:11][C:10]1([F:36])[F:35])(C(C)(C)C)(C)C.[F-].C([N+](CCCC)(CCCC)CCCC)CCC. Product: [CH:29]1([N:25]2[C:26]3[C:21](=[CH:20][C:19]([F:34])=[C:18]([C:15]4[S:14][C:13]5[CH2:12][CH2:11][C:10]([F:35])([F:36])[CH:9]([OH:8])[C:17]=5[CH:16]=4)[C:27]=3[CH3:28])[C:22](=[O:33])[NH:23][C:24]2=[O:32])[CH2:30][CH2:31]1. The catalyst class is: 7. (5) Reactant: [Br:1][C:2]1[C:8]([CH3:9])=[CH:7][C:5]([NH2:6])=[C:4]([N+:10]([O-])=O)[CH:3]=1.O.O.[Sn](Cl)Cl.O.C(=O)([O-])O.[Na+]. Product: [Br:1][C:2]1[CH:3]=[C:4]([NH2:10])[C:5]([NH2:6])=[CH:7][C:8]=1[CH3:9]. The catalyst class is: 8. (6) Reactant: Cl[C:2]1[N:7]=[C:6]([CH3:8])[C:5]([N+:9]([O-])=O)=[C:4]([CH3:12])[N:3]=1. Product: [CH3:12][C:4]1[C:5]([NH2:9])=[C:6]([CH3:8])[N:7]=[CH:2][N:3]=1. The catalyst class is: 29. (7) Reactant: [I:1][C:2]1[CH:3]=[C:4]([N:8]2[C:16]3[C:11](=[CH:12][C:13]([O:17]C)=[CH:14][CH:15]=3)[C:10]([C:19]([NH2:21])=[O:20])=[N:9]2)[CH:5]=[CH:6][CH:7]=1.B(Br)(Br)Br. The catalyst class is: 4. Product: [OH:17][C:13]1[CH:12]=[C:11]2[C:16](=[CH:15][CH:14]=1)[N:8]([C:4]1[CH:5]=[CH:6][CH:7]=[C:2]([I:1])[CH:3]=1)[N:9]=[C:10]2[C:19]([NH2:21])=[O:20]. (8) Reactant: C(NC(C)C)(C)C.C([Li])CCC.[O:13]1[CH2:18][CH2:17][CH:16]([C:19]([O:21][CH3:22])=[O:20])[CH2:15][CH2:14]1.[CH3:23][Si:24](Cl)([CH3:26])[CH3:25]. Product: [CH3:22][O:21][C:19](=[C:16]1[CH2:17][CH2:18][O:13][CH2:14][CH2:15]1)[O:20][Si:24]([CH3:26])([CH3:25])[CH3:23]. The catalyst class is: 7. (9) Product: [C:17]([N:6]([CH:1]1[CH2:5][CH2:4][CH2:3][CH2:2]1)[C:7]1[CH:12]=[CH:11][C:10]([I:13])=[CH:9][C:8]=1[CH3:14])(=[O:19])[CH3:18]. Reactant: [CH:1]1([NH:6][C:7]2[CH:12]=[CH:11][C:10]([I:13])=[CH:9][C:8]=2[CH3:14])[CH2:5][CH2:4][CH2:3][CH2:2]1.[H-].[Na+].[C:17](Cl)(=[O:19])[CH3:18]. The catalyst class is: 7.